From a dataset of NCI-60 drug combinations with 297,098 pairs across 59 cell lines. Regression. Given two drug SMILES strings and cell line genomic features, predict the synergy score measuring deviation from expected non-interaction effect. (1) Drug 1: CC1OCC2C(O1)C(C(C(O2)OC3C4COC(=O)C4C(C5=CC6=C(C=C35)OCO6)C7=CC(=C(C(=C7)OC)O)OC)O)O. Drug 2: CC1=C(C=C(C=C1)NC(=O)C2=CC=C(C=C2)CN3CCN(CC3)C)NC4=NC=CC(=N4)C5=CN=CC=C5. Cell line: BT-549. Synergy scores: CSS=21.9, Synergy_ZIP=-1.04, Synergy_Bliss=2.40, Synergy_Loewe=-13.5, Synergy_HSA=-1.10. (2) Drug 1: CN(C)N=NC1=C(NC=N1)C(=O)N. Drug 2: CC1=C2C(C(=O)C3(C(CC4C(C3C(C(C2(C)C)(CC1OC(=O)C(C(C5=CC=CC=C5)NC(=O)OC(C)(C)C)O)O)OC(=O)C6=CC=CC=C6)(CO4)OC(=O)C)O)C)O. Cell line: MDA-MB-231. Synergy scores: CSS=22.6, Synergy_ZIP=-8.24, Synergy_Bliss=-3.32, Synergy_Loewe=-88.0, Synergy_HSA=-5.81. (3) Drug 1: COC1=NC(=NC2=C1N=CN2C3C(C(C(O3)CO)O)O)N. Drug 2: CCC1(C2=C(COC1=O)C(=O)N3CC4=CC5=C(C=CC(=C5CN(C)C)O)N=C4C3=C2)O.Cl. Cell line: DU-145. Synergy scores: CSS=23.9, Synergy_ZIP=-0.592, Synergy_Bliss=-3.02, Synergy_Loewe=-41.5, Synergy_HSA=-2.35. (4) Drug 1: C1=CC(=CC=C1CCC2=CNC3=C2C(=O)NC(=N3)N)C(=O)NC(CCC(=O)O)C(=O)O. Drug 2: CN(CC1=CN=C2C(=N1)C(=NC(=N2)N)N)C3=CC=C(C=C3)C(=O)NC(CCC(=O)O)C(=O)O. Cell line: RXF 393. Synergy scores: CSS=13.5, Synergy_ZIP=-7.83, Synergy_Bliss=-6.48, Synergy_Loewe=-3.51, Synergy_HSA=-2.98. (5) Cell line: UACC-257. Drug 2: C1=CC(=CC=C1C#N)C(C2=CC=C(C=C2)C#N)N3C=NC=N3. Synergy scores: CSS=13.6, Synergy_ZIP=-1.03, Synergy_Bliss=3.51, Synergy_Loewe=1.43, Synergy_HSA=3.20. Drug 1: COC1=C(C=C2C(=C1)N=CN=C2NC3=CC(=C(C=C3)F)Cl)OCCCN4CCOCC4. (6) Drug 1: C1=CC(=CC=C1CCC2=CNC3=C2C(=O)NC(=N3)N)C(=O)NC(CCC(=O)O)C(=O)O. Drug 2: C1C(C(OC1N2C=C(C(=O)NC2=O)F)CO)O. Cell line: T-47D. Synergy scores: CSS=5.65, Synergy_ZIP=-1.24, Synergy_Bliss=1.03, Synergy_Loewe=1.34, Synergy_HSA=1.83. (7) Drug 1: C1=CC(=CC=C1CCCC(=O)O)N(CCCl)CCCl. Drug 2: COCCOC1=C(C=C2C(=C1)C(=NC=N2)NC3=CC=CC(=C3)C#C)OCCOC.Cl. Cell line: TK-10. Synergy scores: CSS=33.2, Synergy_ZIP=-11.1, Synergy_Bliss=-2.96, Synergy_Loewe=-13.1, Synergy_HSA=1.06. (8) Synergy scores: CSS=34.5, Synergy_ZIP=2.47, Synergy_Bliss=2.59, Synergy_Loewe=-26.5, Synergy_HSA=2.39. Drug 1: C1CCC(C1)C(CC#N)N2C=C(C=N2)C3=C4C=CNC4=NC=N3. Drug 2: CC1=C(C(=O)C2=C(C1=O)N3CC4C(C3(C2COC(=O)N)OC)N4)N. Cell line: ACHN.